From a dataset of Reaction yield outcomes from USPTO patents with 853,638 reactions. Predict the reaction yield, written as a fraction of the theoretical maximum amount of product (1.0 means a 100% yield; for example, 0.34 means a 34% yield). (1) The reactants are [Cl:1][C:2]1[N:3]=[C:4](Cl)[C:5]2[N:11]=[C:10]([C:12]([O:14][CH3:15])=[O:13])[CH:9]=[C:8]([Cl:16])[C:6]=2[N:7]=1.C(N(C(C)C)C(C)C)C.[NH:27]1[CH2:32][CH2:31][CH2:30][CH2:29][CH2:28]1. The catalyst is C(#N)C. The product is [Cl:1][C:2]1[N:3]=[C:4]([N:27]2[CH2:32][CH2:31][CH2:30][CH2:29][CH2:28]2)[C:5]2[N:11]=[C:10]([C:12]([O:14][CH3:15])=[O:13])[CH:9]=[C:8]([Cl:16])[C:6]=2[N:7]=1. The yield is 0.730. (2) The reactants are Cl[C:2]1[C:3]2[N:11]=[C:10]([NH:12]C(=O)OCC)[S:9][C:4]=2[N:5]=[C:6]([CH3:8])[N:7]=1.[CH3:18][O-:19].[Na+].CO. The catalyst is O. The product is [CH3:18][O:19][C:2]1[C:3]2[N:11]=[C:10]([NH2:12])[S:9][C:4]=2[N:5]=[C:6]([CH3:8])[N:7]=1. The yield is 0.556. (3) The reactants are Cl[C:2]([C:11]1[C:12]([Cl:17])=[N:13][CH:14]=[CH:15][CH:16]=1)=[C:3]([C:9]#[N:10])[C:4]([O:6][CH2:7][CH3:8])=[O:5].Cl.[Cl:19][C:20]1[C:21]([CH2:30][CH2:31][NH2:32])=[N:22][CH:23]=[C:24]([C:26]([F:29])([F:28])[F:27])[CH:25]=1.C(N(CC)CC)C. The catalyst is O1CCCC1. The product is [Cl:17][C:12]1[C:11](/[C:2](/[NH:32][CH2:31][CH2:30][C:21]2[C:20]([Cl:19])=[CH:25][C:24]([C:26]([F:29])([F:28])[F:27])=[CH:23][N:22]=2)=[C:3](\[C:9]#[N:10])/[C:4]([O:6][CH2:7][CH3:8])=[O:5])=[CH:16][CH:15]=[CH:14][N:13]=1. The yield is 0.990. (4) The reactants are [CH3:1][C:2]1[CH:3]=[C:4]([NH:16][C:17]2[C:26]3[C:21](=[CH:22][CH:23]=[CH:24][C:25]=3[O:27][C@@H:28]([CH3:32])[C:29](O)=[O:30])[N:20]=[CH:19][N:18]=2)[CH:5]=[CH:6][C:7]=1[O:8][C:9]1[CH:10]=[N:11][C:12]([CH3:15])=[CH:13][CH:14]=1.[CH3:33][NH:34][CH2:35][CH2:36][OH:37]. No catalyst specified. The product is [OH:37][CH2:36][CH2:35][N:34]([CH3:33])[C:29](=[O:30])[C@@H:28]([O:27][C:25]1[CH:24]=[CH:23][CH:22]=[C:21]2[C:26]=1[C:17]([NH:16][C:4]1[CH:5]=[CH:6][C:7]([O:8][C:9]3[CH:10]=[N:11][C:12]([CH3:15])=[CH:13][CH:14]=3)=[C:2]([CH3:1])[CH:3]=1)=[N:18][CH:19]=[N:20]2)[CH3:32]. The yield is 0.550. (5) The reactants are [Cl:1][C:2]1[CH:7]=[CH:6][C:5]([C:8]2([C:11]3[CH:16]=[CH:15][C:14]([I:17])=[CH:13][CH:12]=3)[CH2:10][O:9]2)=[CH:4][CH:3]=1.[C:18]1(=[O:28])[NH:22][C:21](=[O:23])[C:20]2=[CH:24][CH:25]=[CH:26][CH:27]=[C:19]12.[K]. The catalyst is C1COCC1.CS(C)=O. The product is [Cl:1][C:2]1[CH:7]=[CH:6][C:5]([C:8]([OH:9])([C:11]2[CH:16]=[CH:15][C:14]([I:17])=[CH:13][CH:12]=2)[CH2:10][N:22]2[C:18](=[O:28])[C:19]3[C:20](=[CH:24][CH:25]=[CH:26][CH:27]=3)[C:21]2=[O:23])=[CH:4][CH:3]=1. The yield is 0.340. (6) The reactants are [C:1]([O:5][C:6]([NH:8][C@@H:9]([C:11]1[O:15][N:14]=[C:13]([C:16](O)=O)[CH:12]=1)[CH3:10])=[O:7])([CH3:4])([CH3:3])[CH3:2].CCN(CC)CC.ClC(OCC(C)C)=O.[F:34][C:35]([F:45])([F:44])[C:36]1[CH:37]=[C:38]([NH2:43])[C:39]([NH2:42])=[CH:40][CH:41]=1. The catalyst is C1COCC1.O. The product is [F:34][C:35]([F:44])([F:45])[C:36]1[CH:41]=[CH:40][C:39]2[N:42]=[C:16]([C:13]3[CH:12]=[C:11]([C@H:9]([NH:8][C:6](=[O:7])[O:5][C:1]([CH3:2])([CH3:3])[CH3:4])[CH3:10])[O:15][N:14]=3)[NH:43][C:38]=2[CH:37]=1. The yield is 0.888.